Dataset: Peptide-MHC class II binding affinity with 134,281 pairs from IEDB. Task: Regression. Given a peptide amino acid sequence and an MHC pseudo amino acid sequence, predict their binding affinity value. This is MHC class II binding data. (1) The peptide sequence is EKKYFAATQFHPLAA. The MHC is DRB1_1001 with pseudo-sequence DRB1_1001. The binding affinity (normalized) is 0.692. (2) The peptide sequence is LCHICWKPLPTSITV. The MHC is DRB1_1101 with pseudo-sequence DRB1_1101. The binding affinity (normalized) is 0.463.